This data is from Reaction yield outcomes from USPTO patents with 853,638 reactions. The task is: Predict the reaction yield, written as a fraction of the theoretical maximum amount of product (1.0 means a 100% yield; for example, 0.34 means a 34% yield). (1) The reactants are C(N(CC)CC)C.F[P-](F)(F)(F)(F)F.N1(O[P+](N(C)C)(N(C)C)N(C)C)C2C=CC=CC=2N=N1.[F:35][C:36]1[CH:41]=[CH:40][CH:39]=[CH:38][C:37]=1[NH:42][C:43]([NH:45][C:46]1[CH:47]=[N:48][C:49]([N:52]2[CH2:57][CH2:56][NH:55][CH2:54][CH2:53]2)=[CH:50][CH:51]=1)=[O:44].[Cl:58][C:59]1[CH:69]=[CH:68][CH:67]=[CH:66][C:60]=1[CH:61]([OH:65])[C:62](O)=[O:63]. The catalyst is CN(C)C=O.[Cl-].[NH4+]. The product is [Cl:58][C:59]1[CH:69]=[CH:68][CH:67]=[CH:66][C:60]=1[CH:61]([OH:65])[C:62]([N:55]1[CH2:56][CH2:57][N:52]([C:49]2[N:48]=[CH:47][C:46]([NH:45][C:43]([NH:42][C:37]3[CH:38]=[CH:39][CH:40]=[CH:41][C:36]=3[F:35])=[O:44])=[CH:51][CH:50]=2)[CH2:53][CH2:54]1)=[O:63]. The yield is 0.320. (2) The reactants are CS(O[CH:6]1[CH2:11][CH2:10][O:9][CH:8]([C:12]2[CH:17]=[CH:16][C:15]([Br:18])=[CH:14][CH:13]=2)[CH2:7]1)(=O)=O.N#N.C([O-])([O-])=O.[K+].[K+].[F:27][C:28]([F:37])([F:36])[C:29]1[CH:30]=[C:31]([SH:35])[CH:32]=[CH:33][CH:34]=1. The catalyst is CC#N.CCOC(C)=O. The product is [Br:18][C:15]1[CH:14]=[CH:13][C:12]([CH:8]2[CH2:7][CH:6]([S:35][C:31]3[CH:32]=[CH:33][CH:34]=[C:29]([C:28]([F:27])([F:36])[F:37])[CH:30]=3)[CH2:11][CH2:10][O:9]2)=[CH:17][CH:16]=1. The yield is 0.680.